Dataset: PAMPA (Parallel Artificial Membrane Permeability Assay) permeability data from NCATS. Task: Regression/Classification. Given a drug SMILES string, predict its absorption, distribution, metabolism, or excretion properties. Task type varies by dataset: regression for continuous measurements (e.g., permeability, clearance, half-life) or binary classification for categorical outcomes (e.g., BBB penetration, CYP inhibition). Dataset: pampa_ncats. (1) The molecule is CC1=CC(=NC=C1)NC(=S)N2CCC(CC2)NC3=CC=CC(=C3)C(F)(F)F. The result is 1 (high permeability). (2) The result is 1 (high permeability). The drug is C1CN(CCN1C2=CC(=CC=C2)Cl)C(=S)C3=CC=C(C=C3)O.